This data is from Forward reaction prediction with 1.9M reactions from USPTO patents (1976-2016). The task is: Predict the product of the given reaction. (1) The product is: [CH2:15]([N:11]([CH:12]([CH3:14])[CH3:13])[C:6]1[CH:5]=[C:4]([CH:9]=[C:8]([Cl:10])[CH:7]=1)[C:3]([OH:22])=[O:2])[C:16]1[CH:17]=[CH:18][CH:19]=[CH:20][CH:21]=1. Given the reactants C[O:2][C:3](=[O:22])[C:4]1[CH:9]=[C:8]([Cl:10])[CH:7]=[C:6]([N:11]([CH2:15][C:16]2[CH:21]=[CH:20][CH:19]=[CH:18][CH:17]=2)[CH:12]([CH3:14])[CH3:13])[CH:5]=1.[OH-].[Na+], predict the reaction product. (2) Given the reactants [C:1]([O:5][C:6](=[O:22])[CH2:7][N:8]1[CH:12]=[C:11](B2OC(C)(C)C(C)(C)O2)[CH:10]=[N:9]1)([CH3:4])([CH3:3])[CH3:2].Cl[C:24]1[C:36]2[C:35]3[C:30](=[CH:31][CH:32]=[CH:33][CH:34]=3)[C@@:29]([C:38]([F:41])([F:40])[F:39])([OH:37])[C:28]=2[CH:27]=[C:26]([CH3:42])[CH:25]=1.C(=O)([O-])O.[Na+].C1(P(C2CCCCC2)C2C=CC=CC=2C2C(OC)=CC=CC=2OC)CCCCC1, predict the reaction product. The product is: [OH:37][C@@:29]1([C:38]([F:39])([F:40])[F:41])[C:28]2[CH:27]=[C:26]([CH3:42])[CH:25]=[C:24]([C:11]3[CH:10]=[N:9][N:8]([CH2:7][C:6]([O:5][C:1]([CH3:2])([CH3:3])[CH3:4])=[O:22])[CH:12]=3)[C:36]=2[C:35]2[C:30]1=[CH:31][CH:32]=[CH:33][CH:34]=2. (3) Given the reactants [OH:1][CH:2]1[CH2:7][CH2:6][N:5]([C:8]([O:10][CH2:11][C:12]2[CH:17]=[CH:16][CH:15]=[CH:14][CH:13]=2)=[O:9])[CH2:4][CH2:3]1.CCN(CC)CC.[CH3:25][S:26](Cl)(=[O:28])=[O:27], predict the reaction product. The product is: [CH3:25][S:26]([O:1][CH:2]1[CH2:3][CH2:4][N:5]([C:8]([O:10][CH2:11][C:12]2[CH:17]=[CH:16][CH:15]=[CH:14][CH:13]=2)=[O:9])[CH2:6][CH2:7]1)(=[O:28])=[O:27]. (4) Given the reactants Cl[C:2]1C=CC(S(N2C(=O)/C(=C/C3C=C(Cl)C=CC=3OC)/CNC(=O)C2)(=O)=O)=CC=1C(OC)=O.ClC1C=CC(S(N2C(=O)/C(=C/C3C=C(Cl)C=CC=3OC)/CNC(=O)C2)(=O)=O)=CC=1C(O)=O.[Cl:66][C:67]1[CH:68]=[CH:69][C:70]([O:98][CH3:99])=[C:71]([CH:97]=1)[CH2:72][C@H:73]1[C:79](=[O:80])[N:78]([C:81]([NH:83][C@@H:84]([C:87]2[CH:95]=[CH:94][C:90]([C:91]([OH:93])=[O:92])=[CH:89][CH:88]=2)[CH2:85][CH3:86])=[O:82])[CH2:77][C:76](=[O:96])[NH:75][CH2:74]1, predict the reaction product. The product is: [Cl:66][C:67]1[CH:68]=[CH:69][C:70]([O:98][CH3:99])=[C:71]([CH:97]=1)[CH2:72][C@H:73]1[C:79](=[O:80])[N:78]([C:81]([NH:83][C@@H:84]([C:87]2[CH:95]=[CH:94][C:90]([C:91]([O:93][CH3:2])=[O:92])=[CH:89][CH:88]=2)[CH2:85][CH3:86])=[O:82])[CH2:77][C:76](=[O:96])[NH:75][CH2:74]1. (5) Given the reactants [C:1]([NH:4][C:5]1[CH:14]=[C:13](B2OC(C)(C)C(C)(C)O2)[CH:12]=[CH:11][C:6]=1[C:7]([O:9][CH3:10])=[O:8])(=[O:3])[CH3:2].Br[C:25]1[CH:26]=[CH:27][C:28]2[N:29]([C:31]([C:34]3[CH:41]=[CH:40][C:37]([C:38]#[N:39])=[CH:36][CH:35]=3)=[CH:32][N:33]=2)[CH:30]=1.[O-]P([O-])([O-])=O.[K+].[K+].[K+].O, predict the reaction product. The product is: [C:1]([NH:4][C:5]1[CH:14]=[C:13]([C:25]2[CH:26]=[CH:27][C:28]3[N:29]([C:31]([C:34]4[CH:41]=[CH:40][C:37]([C:38]#[N:39])=[CH:36][CH:35]=4)=[CH:32][N:33]=3)[CH:30]=2)[CH:12]=[CH:11][C:6]=1[C:7]([O:9][CH3:10])=[O:8])(=[O:3])[CH3:2]. (6) Given the reactants [C:1]([C:5]1[CH:6]=[C:7]([C:11](Cl)=[O:12])[N:8]([CH3:10])[N:9]=1)([CH3:4])([CH3:3])[CH3:2].[NH2:14][C:15]1[CH:16]=[C:17]([CH:30]=[CH:31][CH:32]=1)[C:18]([C:20]1[CH:28]=[C:27]2[C:23]([CH2:24][C:25](=[O:29])[NH:26]2)=[CH:22][CH:21]=1)=[O:19], predict the reaction product. The product is: [O:29]=[C:25]1[CH2:24][C:23]2[C:27](=[CH:28][C:20]([C:18]([C:17]3[CH:16]=[C:15]([NH:14][C:11]([C:7]4[N:8]([CH3:10])[N:9]=[C:5]([C:1]([CH3:4])([CH3:3])[CH3:2])[CH:6]=4)=[O:12])[CH:32]=[CH:31][CH:30]=3)=[O:19])=[CH:21][CH:22]=2)[NH:26]1. (7) The product is: [CH3:31][C:2]1([CH3:1])[CH2:11][CH:10]=[C:9]([C:12]2[S:13][CH:14]=[CH:15][CH:16]=2)[C:8]2[CH:7]=[C:6]([C:18]#[C:19][C:20]3[CH:21]=[CH:22][C:23]([C:24]([O:26][CH2:27][CH3:28])=[O:25])=[CH:29][CH:30]=3)[CH:5]=[CH:4][C:3]1=2. Given the reactants [CH3:1][C:2]1([CH3:31])[CH2:11][CH:10]=[C:9]([C:12]2[S:13][C:14](C)=[CH:15][CH:16]=2)[C:8]2[CH:7]=[C:6]([C:18]#[C:19][C:20]3[CH:30]=[CH:29][C:23]([C:24]([O:26][CH2:27][CH3:28])=[O:25])=[CH:22][CH:21]=3)[CH:5]=[CH:4][C:3]1=2.[OH-].[Na+].Cl, predict the reaction product. (8) The product is: [NH2:22][C:19]1[CH:18]=[CH:17][C:16]([C:5]2[N:6]([C:7]3[CH:15]=[CH:14][CH:13]=[CH:12][C:8]=3[C:9]([OH:11])=[O:10])[C:2]([CH3:1])=[N:3][N:4]=2)=[CH:21][CH:20]=1. Given the reactants [CH3:1][C:2]1[N:6]([C:7]2[CH:15]=[CH:14][CH:13]=[CH:12][C:8]=2[C:9]([OH:11])=[O:10])[C:5]([C:16]2[CH:21]=[CH:20][C:19]([N+:22]([O-])=O)=[CH:18][CH:17]=2)=[N:4][N:3]=1, predict the reaction product. (9) Given the reactants [C:1]([Cl:4])(Cl)=[O:2].C1(C)C=CC=CC=1.[C:12]([O:16][C:17](=[O:21])[CH2:18][NH:19][CH3:20])([CH3:15])([CH3:14])[CH3:13].CCN(C(C)C)C(C)C, predict the reaction product. The product is: [Cl:4][C:1]([N:19]([CH3:20])[CH2:18][C:17]([O:16][C:12]([CH3:15])([CH3:14])[CH3:13])=[O:21])=[O:2]. (10) Given the reactants [NH2:1][C:2]1[C:3]2[N:4]([C:8]([CH:22]3[CH2:24][CH2:23]3)=[N:9][C:10]=2[C:11]([NH:13][C:14]2[CH:19]=[CH:18][CH:17]=[C:16]([CH2:20][NH2:21])[CH:15]=2)=[O:12])[CH:5]=[CH:6][N:7]=1.C(N(CC)CC)C.[C:32]1([S:38](Cl)(=[O:40])=[O:39])[CH:37]=[CH:36][CH:35]=[CH:34][CH:33]=1, predict the reaction product. The product is: [NH2:1][C:2]1[C:3]2[N:4]([C:8]([CH:22]3[CH2:24][CH2:23]3)=[N:9][C:10]=2[C:11]([NH:13][C:14]2[CH:19]=[CH:18][CH:17]=[C:16]([CH2:20][NH:21][S:38]([C:32]3[CH:37]=[CH:36][CH:35]=[CH:34][CH:33]=3)(=[O:40])=[O:39])[CH:15]=2)=[O:12])[CH:5]=[CH:6][N:7]=1.